This data is from Reaction yield outcomes from USPTO patents with 853,638 reactions. The task is: Predict the reaction yield, written as a fraction of the theoretical maximum amount of product (1.0 means a 100% yield; for example, 0.34 means a 34% yield). (1) The reactants are [C:1]([O:5][C:6]([N:8]1[CH2:13][CH2:12][N:11]([C:14]([O:16][C:17]([CH3:20])([CH3:19])[CH3:18])=[O:15])[CH2:10][CH:9]1[C:21]([OH:23])=O)=[O:7])([CH3:4])([CH3:3])[CH3:2].[F:24][C:25]1[CH:26]=[CH:27][C:28]([NH:31][NH2:32])=[N:29][CH:30]=1.CCN(CC)CC.C1C=CC2N(O)N=NC=2C=1.O.C(Cl)CCl. The catalyst is C(Cl)Cl. The product is [C:1]([O:5][C:6]([N:8]1[CH2:13][CH2:12][N:11]([C:14]([O:16][C:17]([CH3:18])([CH3:20])[CH3:19])=[O:15])[CH2:10][CH:9]1[C:21]([NH:32][NH:31][C:28]1[CH:27]=[CH:26][C:25]([F:24])=[CH:30][N:29]=1)=[O:23])=[O:7])([CH3:4])([CH3:2])[CH3:3]. The yield is 0.630. (2) The reactants are [F:1][C:2]1[CH:7]=[CH:6][C:5]([C@:8]([CH3:28])([CH2:22][CH2:23][C:24]([CH3:27])([CH3:26])[CH3:25])[C:9]([CH:11](C(OCC)=O)[C:12](OCC)=[O:13])=[O:10])=[CH:4][CH:3]=1.O=P12OP3(OP(OP(O3)(O1)=O)(=O)O2)=O.O.Cl. The catalyst is CS(O)(=O)=O.O=P12OP3(OP(OP(O3)(O1)=O)(=O)O2)=O.O1CCCC1. The product is [CH3:26][C:24]([CH3:25])([CH3:27])[CH2:23][CH2:22][C@@:8]1([CH3:28])[C:5]2[C:4](=[CH:3][C:2]([F:1])=[CH:7][CH:6]=2)[C:12]([OH:13])=[CH:11][C:9]1=[O:10]. The yield is 0.500. (3) The reactants are [Br:1][C:2]1[CH:7]=[CH:6][C:5]([CH2:8][C:9]#[N:10])=[C:4]([C:11]([F:14])([F:13])[F:12])[CH:3]=1.[Cl-].Br[CH2:17][CH2:18]Cl.[OH-].[Na+]. No catalyst specified. The product is [Br:1][C:2]1[CH:7]=[CH:6][C:5]([C:8]2([C:9]#[N:10])[CH2:18][CH2:17]2)=[C:4]([C:11]([F:12])([F:13])[F:14])[CH:3]=1. The yield is 0.860. (4) The product is [Br:1][C:2]1[CH:3]=[C:4]2[C:5]([CH:8]=[CH:12][NH:9]2)=[CH:6][CH:7]=1. The yield is 0.360. The catalyst is CN(C)C=O.C(OCC)C.C(O)(=O)C.[Zn]. The reactants are [Br:1][C:2]1[CH:7]=[CH:6][C:5]([CH3:8])=[C:4]([N+:9]([O-])=O)[CH:3]=1.[CH3:12]OC(OC)N(C)C.N1CCCC1. (5) The reactants are C1(C)C=CC(S(O)(=O)=O)=CC=1.C1C=CC=CC=1.[Cl-].[N:19]1[CH:24]=[CH:23][C:22]([N+:19]2[CH:24]=[CH:23][CH:22]=[CH:21][CH:20]=2)=[CH:21][CH:20]=1.[NH2:31][C:32]1[CH:40]=[CH:39][C:35]([C:36]([OH:38])=[O:37])=[CH:34][CH:33]=1. The catalyst is CC(O)=O.CN1CCCC1=O. The product is [N:19]1[CH:24]=[CH:23][C:22]([NH:31][C:32]2[CH:40]=[CH:39][C:35]([C:36]([OH:38])=[O:37])=[CH:34][CH:33]=2)=[CH:21][CH:20]=1. The yield is 0.320. (6) The reactants are [CH2:1]([N:3]1[C:7]([CH:8]=[O:9])=[CH:6][N:5]=[CH:4]1)[CH3:2].C(=O)([O-])[O-].[K+].[K+].[F:16][C:17]([Si](C)(C)C)([F:19])[F:18]. The catalyst is CN(C)C=O. The product is [CH2:1]([N:3]1[C:7]([CH:8]([OH:9])[C:17]([F:19])([F:18])[F:16])=[CH:6][N:5]=[CH:4]1)[CH3:2]. The yield is 0.470.